From a dataset of Full USPTO retrosynthesis dataset with 1.9M reactions from patents (1976-2016). Predict the reactants needed to synthesize the given product. (1) Given the product [C:8]([C:7]1[CH:10]=[C:3]([CH:4]=[CH:5][C:6]=1[O:11][CH2:12][C:13]([F:15])([F:14])[F:16])[C:1]([OH:18])=[O:2])#[N:9], predict the reactants needed to synthesize it. The reactants are: [CH:1]([C:3]1[CH:4]=[CH:5][C:6]([O:11][CH2:12][C:13]([F:16])([F:15])[F:14])=[C:7]([CH:10]=1)[C:8]#[N:9])=[O:2].P([O-])(O)(O)=[O:18].[K+].Cl([O-])=O.[Na+].CC(=CC)C.S(OS([O-])=O)([O-])=O.[Na+].[Na+]. (2) Given the product [C:8]([C:5]1[CH:6]=[CH:7][C:2]([Br:1])=[CH:3][C:4]=1[O:11][CH2:15][C:16]([O:18][CH3:19])=[O:17])(=[O:10])[CH3:9], predict the reactants needed to synthesize it. The reactants are: [Br:1][C:2]1[CH:7]=[CH:6][C:5]([C:8](=[O:10])[CH3:9])=[C:4]([OH:11])[CH:3]=1.[H-].[Na+].Br[CH2:15][C:16]([O:18][CH3:19])=[O:17].CO. (3) The reactants are: [CH:1]1([C:7]([N:9]2[CH2:15][C:14]3[CH:16]=[CH:17][C:18]([C:20]([O:22]C)=O)=[CH:19][C:13]=3[O:12][CH2:11][CH2:10]2)=[O:8])[CH2:6][CH2:5][CH2:4][CH2:3][CH2:2]1.[NH2:24][OH:25].[OH-].[Na+]. Given the product [CH:1]1([C:7]([N:9]2[CH2:15][C:14]3[CH:16]=[CH:17][C:18]([C:20]([NH:24][OH:25])=[O:22])=[CH:19][C:13]=3[O:12][CH2:11][CH2:10]2)=[O:8])[CH2:6][CH2:5][CH2:4][CH2:3][CH2:2]1, predict the reactants needed to synthesize it. (4) Given the product [CH3:1][C:2]1[C:19]2[N:20]=[C:21]([C:22]([F:25])([F:24])[F:23])[NH:27][C:18]=2[CH:17]=[C:4]([O:5][CH2:6][C:7]2[CH:16]=[CH:15][CH:14]=[CH:13][C:8]=2[C:9]([O:11][CH3:12])=[O:10])[CH:3]=1, predict the reactants needed to synthesize it. The reactants are: [CH3:1][C:2]1[CH:3]=[C:4]([CH:17]=[C:18]([N+:27]([O-])=O)[C:19]=1[NH:20][C:21](=O)[C:22]([F:25])([F:24])[F:23])[O:5][CH2:6][C:7]1[CH:16]=[CH:15][CH:14]=[CH:13][C:8]=1[C:9]([O:11][CH3:12])=[O:10].C(O)(=O)C.